Dataset: Full USPTO retrosynthesis dataset with 1.9M reactions from patents (1976-2016). Task: Predict the reactants needed to synthesize the given product. (1) Given the product [CH3:1][O:2][C:3]1[CH:8]=[C:7]([CH3:9])[C:6]([S:10]([N:13]2[C:21]3[C:16](=[CH:17][CH:18]=[CH:19][CH:20]=3)[CH2:15][C@H:14]2[CH2:22][O:23][CH2:24][C:25]([OH:27])=[O:26])(=[O:12])=[O:11])=[C:5]([CH3:32])[CH:4]=1, predict the reactants needed to synthesize it. The reactants are: [CH3:1][O:2][C:3]1[CH:8]=[C:7]([CH3:9])[C:6]([S:10]([N:13]2[C:21]3[C:16](=[CH:17][CH:18]=[CH:19][CH:20]=3)[CH2:15][C@H:14]2[CH2:22][O:23][CH2:24][C:25]([O:27]C(C)(C)C)=[O:26])(=[O:12])=[O:11])=[C:5]([CH3:32])[CH:4]=1.C(O)(C(F)(F)F)=O. (2) Given the product [Br:23][C:24]1[CH:29]=[CH:28][C:27]([S:30]([CH2:2][C:3]2[N:4]=[C:5]([C:8]3[NH:9][C:10]4[C:15]([CH:16]=3)=[CH:14][C:13]([O:17][C:18]([F:21])([F:20])[F:19])=[CH:12][CH:11]=4)[O:6][CH:7]=2)(=[O:32])=[O:31])=[CH:26][CH:25]=1, predict the reactants needed to synthesize it. The reactants are: Cl[CH2:2][C:3]1[N:4]=[C:5]([C:8]2[NH:9][C:10]3[C:15]([CH:16]=2)=[CH:14][C:13]([O:17][C:18]([F:21])([F:20])[F:19])=[CH:12][CH:11]=3)[O:6][CH:7]=1.[Na+].[Br:23][C:24]1[CH:29]=[CH:28][C:27]([S:30]([O-:32])=[O:31])=[CH:26][CH:25]=1. (3) Given the product [F:9][C:7]1[CH:8]=[C:3]([CH:1]2[CH2:2][CH:26]2[C:27]([O:29][CH2:30][CH3:31])=[O:28])[CH:4]=[C:5]([F:17])[C:6]=1[C:10]([CH3:15])([CH3:16])[C:11]([F:12])([F:13])[F:14], predict the reactants needed to synthesize it. The reactants are: [CH:1]([C:3]1[CH:4]=[C:5]([F:17])[C:6]([C:10]([CH3:16])([CH3:15])[C:11]([F:14])([F:13])[F:12])=[C:7]([F:9])[CH:8]=1)=[CH2:2].CN1C=CN=C1.[N+](=[CH:26][C:27]([O:29][CH2:30][CH3:31])=[O:28])=[N-]. (4) Given the product [NH2:1][C:2]1[C:7]([O:8][CH3:9])=[CH:6][C:5]([Br:10])=[CH:4][C:3]=1[CH:11]=[O:12], predict the reactants needed to synthesize it. The reactants are: [NH2:1][C:2]1[C:7]([O:8][CH3:9])=[CH:6][C:5]([Br:10])=[CH:4][C:3]=1[CH2:11][OH:12]. (5) Given the product [N:39]1[CH:40]=[CH:41][CH:42]=[N:43][C:38]=1[O:37][CH:34]1[CH2:35][CH2:36][NH:31][CH2:32][CH2:33]1.[ClH:17], predict the reactants needed to synthesize it. The reactants are: [H-].[Na+].C(OC(N1CCC(O)CC1)=O)(C)(C)C.[Cl:17]C1N=CC=CN=1.C(OC([N:31]1[CH2:36][CH2:35][CH:34]([O:37][C:38]2[N:43]=[CH:42][CH:41]=[CH:40][N:39]=2)[CH2:33][CH2:32]1)=O)(C)(C)C.Cl. (6) Given the product [Cl:10][C:11]1[C:12]([C:13]([NH:1][C:2]2[C:3]([Cl:9])=[N:4][CH:5]=[CH:6][C:7]=2[CH3:8])=[O:14])=[CH:16][CH:17]=[CH:18][N:19]=1, predict the reactants needed to synthesize it. The reactants are: [NH2:1][C:2]1[C:3]([Cl:9])=[N:4][CH:5]=[CH:6][C:7]=1[CH3:8].[Cl:10][C:11]1[N:19]=[CH:18][CH:17]=[CH:16][C:12]=1[C:13](Cl)=[O:14]. (7) Given the product [NH2:24][CH2:25][C:21]1[N:17]([CH2:16][N:3]2[CH2:4][CH:5]([C:7]3[CH:12]=[C:11]([F:13])[C:10]([F:14])=[C:9]([F:15])[CH:8]=3)[CH2:6][C:2]2=[O:1])[CH:18]=[N:19][CH:20]=1, predict the reactants needed to synthesize it. The reactants are: [O:1]=[C:2]1[CH2:6][CH:5]([C:7]2[CH:12]=[C:11]([F:13])[C:10]([F:14])=[C:9]([F:15])[CH:8]=2)[CH2:4][N:3]1[CH2:16][N:17]1[CH:21]=[C:20](C#N)[N:19]=[CH:18]1.[NH3:24].[CH3:25]O.